From a dataset of Forward reaction prediction with 1.9M reactions from USPTO patents (1976-2016). Predict the product of the given reaction. (1) Given the reactants [Cl:1][C:2]1[C:3]([F:19])=[C:4]([N:8]2[CH:12]=[C:11]([C:13]([O:15]CC)=[O:14])[C:10]([OH:18])=[N:9]2)[CH:5]=[CH:6][CH:7]=1.[Li+].[OH-].Cl, predict the reaction product. The product is: [Cl:1][C:2]1[C:3]([F:19])=[C:4]([N:8]2[CH:12]=[C:11]([C:13]([OH:15])=[O:14])[C:10]([OH:18])=[N:9]2)[CH:5]=[CH:6][CH:7]=1. (2) Given the reactants [Br:1][C:2]1[CH:7]=[CH:6][C:5]([OH:8])=[C:4]([O:9][CH3:10])[CH:3]=1.[F:11][C:12]1[CH:13]=[C:14](B(O)O)[CH:15]=[CH:16][CH:17]=1.C(Cl)Cl, predict the reaction product. The product is: [Br:1][C:2]1[CH:7]=[CH:6][C:5]([O:8][C:16]2[CH:15]=[CH:14][CH:13]=[C:12]([F:11])[CH:17]=2)=[C:4]([O:9][CH3:10])[CH:3]=1. (3) Given the reactants [O:1]1[CH2:21][CH:2]1[CH2:3][O:4][C:5]1[CH:10]=[CH:9][C:8]([C:11]2[N:12]=[C:13]3[C:18]([CH3:19])=[CH:17][CH:16]=[CH:15][N:14]3[CH:20]=2)=[CH:7][CH:6]=1, predict the reaction product. The product is: [OH:1][CH:2]([CH2:21][NH:12][CH2:11][CH2:8][CH3:7])[CH2:3][O:4][C:5]1[CH:10]=[CH:9][C:8]([C:11]2[N:12]=[C:13]3[C:18]([CH3:19])=[CH:17][CH:16]=[CH:15][N:14]3[CH:20]=2)=[CH:7][CH:6]=1. (4) Given the reactants [Br:1][C:2]1[CH:7]=[CH:6][C:5]([NH:8][C:9]([NH:11][C:12]2[CH:17]=[CH:16][C:15]([CH2:18][NH:19][C:20]3[C:29]4[C:24](=[CH:25][C:26]([CH3:30])=[CH:27][CH:28]=4)[N:23]=[C:22](Cl)[N:21]=3)=[CH:14][CH:13]=2)=[O:10])=[CH:4][CH:3]=1.Cl.[CH3:33][NH:34][CH3:35], predict the reaction product. The product is: [Br:1][C:2]1[CH:7]=[CH:6][C:5]([NH:8][C:9]([NH:11][C:12]2[CH:17]=[CH:16][C:15]([CH2:18][NH:19][C:20]3[C:29]4[C:24](=[CH:25][C:26]([CH3:30])=[CH:27][CH:28]=4)[N:23]=[C:22]([N:34]([CH3:35])[CH3:33])[N:21]=3)=[CH:14][CH:13]=2)=[O:10])=[CH:4][CH:3]=1. (5) Given the reactants [CH2:1]([N:5]1[CH2:10][CH2:9][CH2:8][CH2:7][CH:6]1[CH2:11][N:12]([CH3:40])[C:13]1[C:18]([C:19]2[N:24]=[CH:23][N:22]=[C:21]([O:25][C:26]3[C:31]4[N:32]=[C:33]([NH2:35])[S:34][C:30]=4[CH:29]=[CH:28][CH:27]=3)[CH:20]=2)=[CH:17][CH:16]=[C:15]([C:36]([F:39])([F:38])[F:37])[N:14]=1)[CH:2]([CH3:4])[CH3:3].[C:41](OC(=O)C)(=[O:43])[CH3:42], predict the reaction product. The product is: [CH2:1]([N:5]1[CH2:10][CH2:9][CH2:8][CH2:7][CH:6]1[CH2:11][N:12]([CH3:40])[C:13]1[C:18]([C:19]2[N:24]=[CH:23][N:22]=[C:21]([O:25][C:26]3[C:31]4[N:32]=[C:33]([NH:35][C:41](=[O:43])[CH3:42])[S:34][C:30]=4[CH:29]=[CH:28][CH:27]=3)[CH:20]=2)=[CH:17][CH:16]=[C:15]([C:36]([F:38])([F:37])[F:39])[N:14]=1)[CH:2]([CH3:4])[CH3:3]. (6) Given the reactants [Cl:1][C:2]1[C:7]([NH:8][S:9]([CH2:12][CH2:13][CH3:14])(=[O:11])=[O:10])=[CH:6][CH:5]=[CH:4][C:3]=1[C:15]1[N:16]=[C:17]([CH:46]2[CH2:48][CH2:47]2)[N:18](COCC[Si](C)(C)C)[C:19]=1[C:20]1[CH:25]=[CH:24][N:23]=[C:22]([NH:26][CH2:27][C@@H:28]([NH:30]C(=O)OC(C)(C)C)[CH3:29])[N:21]=1.Cl, predict the reaction product. The product is: [NH2:30][C@@H:28]([CH3:29])[CH2:27][NH:26][C:22]1[N:21]=[C:20]([C:19]2[NH:18][C:17]([CH:46]3[CH2:48][CH2:47]3)=[N:16][C:15]=2[C:3]2[C:2]([Cl:1])=[C:7]([NH:8][S:9]([CH2:12][CH2:13][CH3:14])(=[O:11])=[O:10])[CH:6]=[CH:5][CH:4]=2)[CH:25]=[CH:24][N:23]=1. (7) Given the reactants [C:1]1(/[CH:7]=[CH:8]/[CH2:9][C:10]([O:12][CH3:13])=[O:11])[CH:6]=[CH:5][CH:4]=[CH:3][CH:2]=1.CC(NC1C=CC(S([N:27]=[N+:28]=[N-])(=O)=O)=CC=1)=O.C1CCN2C(=NCCC2)CC1, predict the reaction product. The product is: [N+:27](=[C:9](/[CH:8]=[CH:7]/[C:1]1[CH:6]=[CH:5][CH:4]=[CH:3][CH:2]=1)[C:10]([O:12][CH3:13])=[O:11])=[N-:28]. (8) Given the reactants [N:1]1[CH:6]=[CH:5][CH:4]=[CH:3][C:2]=1[NH:7][C:8](=[S:12])SCC.[NH2:13][CH2:14][CH2:15][CH2:16][NH:17][C:18](=[O:24])[O:19][C:20]([CH3:23])([CH3:22])[CH3:21], predict the reaction product. The product is: [N:1]1[CH:6]=[CH:5][CH:4]=[CH:3][C:2]=1[NH:7][C:8]([NH:13][CH2:14][CH2:15][CH2:16][NH:17][C:18](=[O:24])[O:19][C:20]([CH3:22])([CH3:21])[CH3:23])=[S:12].